This data is from Forward reaction prediction with 1.9M reactions from USPTO patents (1976-2016). The task is: Predict the product of the given reaction. Given the reactants C(O[CH2:9][C@:10]12[CH2:26][CH2:25][C@H:24]3[C@@H:15]([CH2:16][CH2:17][C:18]4[CH:19]=[CH:20][CH:21]=[CH:22][C:23]=43)[C@@H:14]1[CH2:13][C:12](=[CH:27][O:28][CH2:29][CH3:30])[C:11]2=[O:31])C1C=CC=CC=1.[H-].[H-].[H-].[H-].[Li+].[Al+3].CCO[C:41]([CH3:43])=[O:42], predict the reaction product. The product is: [CH2:41]([O:42][C:20]1[CH:21]=[CH:22][C:23]2[C@@H:24]3[C@H:15]([C@H:14]4[C@@:10]([CH2:26][CH2:25]3)([CH3:9])[C@@H:11]([OH:31])[C:12](=[CH:27][O:28][CH2:29][CH3:30])[CH2:13]4)[CH2:16][CH2:17][C:18]=2[CH:19]=1)[C:43]1[CH:13]=[CH:14][CH:10]=[CH:11][CH:12]=1.